This data is from Merck oncology drug combination screen with 23,052 pairs across 39 cell lines. The task is: Regression. Given two drug SMILES strings and cell line genomic features, predict the synergy score measuring deviation from expected non-interaction effect. Drug 1: COc1cccc2c1C(=O)c1c(O)c3c(c(O)c1C2=O)CC(O)(C(=O)CO)CC3OC1CC(N)C(O)C(C)O1. Drug 2: Cc1nc(Nc2ncc(C(=O)Nc3c(C)cccc3Cl)s2)cc(N2CCN(CCO)CC2)n1. Cell line: RPMI7951. Synergy scores: synergy=5.29.